This data is from NCI-60 drug combinations with 297,098 pairs across 59 cell lines. The task is: Regression. Given two drug SMILES strings and cell line genomic features, predict the synergy score measuring deviation from expected non-interaction effect. (1) Drug 1: CN(C)N=NC1=C(NC=N1)C(=O)N. Drug 2: CC1CCCC2(C(O2)CC(NC(=O)CC(C(C(=O)C(C1O)C)(C)C)O)C(=CC3=CSC(=N3)C)C)C. Cell line: MDA-MB-231. Synergy scores: CSS=-2.77, Synergy_ZIP=0.338, Synergy_Bliss=1.19, Synergy_Loewe=-4.66, Synergy_HSA=-1.80. (2) Cell line: CAKI-1. Drug 1: CC1=CC=C(C=C1)C2=CC(=NN2C3=CC=C(C=C3)S(=O)(=O)N)C(F)(F)F. Drug 2: C(CCl)NC(=O)N(CCCl)N=O. Synergy scores: CSS=-6.40, Synergy_ZIP=-1.06, Synergy_Bliss=-4.07, Synergy_Loewe=-4.26, Synergy_HSA=-4.83. (3) Drug 1: C1=CC(=CC=C1CCC2=CNC3=C2C(=O)NC(=N3)N)C(=O)NC(CCC(=O)O)C(=O)O. Drug 2: C1=NC2=C(N=C(N=C2N1C3C(C(C(O3)CO)O)F)Cl)N. Cell line: MDA-MB-435. Synergy scores: CSS=6.98, Synergy_ZIP=-9.67, Synergy_Bliss=-7.66, Synergy_Loewe=-14.8, Synergy_HSA=-5.12. (4) Drug 1: CC1CCC2CC(C(=CC=CC=CC(CC(C(=O)C(C(C(=CC(C(=O)CC(OC(=O)C3CCCCN3C(=O)C(=O)C1(O2)O)C(C)CC4CCC(C(C4)OC)OCCO)C)C)O)OC)C)C)C)OC. Drug 2: C(=O)(N)NO. Cell line: SK-MEL-2. Synergy scores: CSS=13.1, Synergy_ZIP=-4.93, Synergy_Bliss=-3.24, Synergy_Loewe=-26.1, Synergy_HSA=-4.67. (5) Drug 1: CC1=CC=C(C=C1)C2=CC(=NN2C3=CC=C(C=C3)S(=O)(=O)N)C(F)(F)F. Drug 2: CC1C(C(CC(O1)OC2CC(OC(C2O)C)OC3=CC4=CC5=C(C(=O)C(C(C5)C(C(=O)C(C(C)O)O)OC)OC6CC(C(C(O6)C)O)OC7CC(C(C(O7)C)O)OC8CC(C(C(O8)C)O)(C)O)C(=C4C(=C3C)O)O)O)O. Cell line: SK-MEL-2. Synergy scores: CSS=45.7, Synergy_ZIP=5.51, Synergy_Bliss=10.8, Synergy_Loewe=-30.6, Synergy_HSA=5.70.